From a dataset of Merck oncology drug combination screen with 23,052 pairs across 39 cell lines. Regression. Given two drug SMILES strings and cell line genomic features, predict the synergy score measuring deviation from expected non-interaction effect. (1) Drug 1: C=CCn1c(=O)c2cnc(Nc3ccc(N4CCN(C)CC4)cc3)nc2n1-c1cccc(C(C)(C)O)n1. Drug 2: NC1CCCCC1N.O=C(O)C(=O)O.[Pt+2]. Cell line: SKMES1. Synergy scores: synergy=1.97. (2) Drug 1: Cn1nnc2c(C(N)=O)ncn2c1=O. Drug 2: C=CCn1c(=O)c2cnc(Nc3ccc(N4CCN(C)CC4)cc3)nc2n1-c1cccc(C(C)(C)O)n1. Cell line: MDAMB436. Synergy scores: synergy=19.5. (3) Drug 1: COc1cc(C2c3cc4c(cc3C(OC3OC5COC(C)OC5C(O)C3O)C3COC(=O)C23)OCO4)cc(OC)c1O. Drug 2: O=C(NOCC(O)CO)c1ccc(F)c(F)c1Nc1ccc(I)cc1F. Cell line: NCIH520. Synergy scores: synergy=-5.12. (4) Drug 1: O=C(CCCCCCC(=O)Nc1ccccc1)NO. Drug 2: CNC(=O)c1cc(Oc2ccc(NC(=O)Nc3ccc(Cl)c(C(F)(F)F)c3)cc2)ccn1. Cell line: NCIH460. Synergy scores: synergy=3.90. (5) Drug 1: COc1cc(C2c3cc4c(cc3C(OC3OC5COC(C)OC5C(O)C3O)C3COC(=O)C23)OCO4)cc(OC)c1O. Drug 2: O=C(O)C1(Cc2cccc(Nc3nccs3)n2)CCC(Oc2cccc(Cl)c2F)CC1. Cell line: NCIH1650. Synergy scores: synergy=-6.94. (6) Drug 1: Cn1nnc2c(C(N)=O)ncn2c1=O. Drug 2: CC(C)CC(NC(=O)C(Cc1ccccc1)NC(=O)c1cnccn1)B(O)O. Cell line: MSTO. Synergy scores: synergy=64.2. (7) Drug 1: O=S1(=O)NC2(CN1CC(F)(F)F)C1CCC2Cc2cc(C=CCN3CCC(C(F)(F)F)CC3)ccc2C1. Drug 2: C#Cc1cccc(Nc2ncnc3cc(OCCOC)c(OCCOC)cc23)c1. Cell line: ZR751. Synergy scores: synergy=18.8. (8) Drug 1: CC1CC2C3CCC4=CC(=O)C=CC4(C)C3(F)C(O)CC2(C)C1(O)C(=O)CO. Drug 2: N#Cc1ccc(Cn2cncc2CN2CCN(c3cccc(Cl)c3)C(=O)C2)cc1. Cell line: LNCAP. Synergy scores: synergy=11.2.